From a dataset of Catalyst prediction with 721,799 reactions and 888 catalyst types from USPTO. Predict which catalyst facilitates the given reaction. (1) Reactant: [F:1][C:2]1[CH:3]=[C:4]([NH2:15])[CH:5]=[CH:6][C:7]=1[N:8]1[CH2:12][CH2:11][CH:10]([C:13]#[N:14])[CH2:9]1.C(=O)([O-])O.[Na+].Cl[C:22]([O:24][CH2:25][C:26]1[CH:31]=[CH:30][CH:29]=[CH:28][CH:27]=1)=[O:23].C(Cl)Cl. Product: [CH2:25]([O:24][C:22](=[O:23])[NH:15][C:4]1[CH:5]=[CH:6][C:7]([N:8]2[CH2:12][CH2:11][CH:10]([C:13]#[N:14])[CH2:9]2)=[C:2]([F:1])[CH:3]=1)[C:26]1[CH:31]=[CH:30][CH:29]=[CH:28][CH:27]=1. The catalyst class is: 95. (2) Reactant: [I:1][C:2]1[O:3][CH:4]=[CH:5][C:6]=1[C:7](Cl)=[O:8].CCN(C(C)C)C(C)C.[F:19][C:20]([F:24])([F:23])[CH2:21][NH2:22]. Product: [I:1][C:2]1[O:3][CH:4]=[CH:5][C:6]=1[C:7]([NH:22][CH2:21][C:20]([F:24])([F:23])[F:19])=[O:8]. The catalyst class is: 7. (3) The catalyst class is: 87. Product: [Cl:27][C:24]1[CH:25]=[CH:26][C:21]([C@H:6]2[C@H:5]([OH:4])[C@@H:10]([OH:11])[C@H:9]([OH:15])[C@@H:8]([O:19][CH3:20])[O:7]2)=[CH:22][C:23]=1[CH2:28][C:29]1[CH:34]=[CH:33][C:32]([C:35](=[O:37])[CH3:36])=[CH:31][CH:30]=1. Reactant: C([O:4][C@@H:5]1[C@@H:10]([O:11]C(=O)C)[C@H:9]([O:15]C(=O)C)[C@@H:8]([O:19][CH3:20])[O:7][C@H:6]1[C:21]1[CH:26]=[CH:25][C:24]([Cl:27])=[C:23]([CH2:28][C:29]2[CH:34]=[CH:33][C:32]([C:35](=[O:37])[CH3:36])=[CH:31][CH:30]=2)[CH:22]=1)(=O)C.O.[OH-].[Li+]. (4) Reactant: CC([CH:5]1[CH2:10][N:9]([CH2:11][CH:12]2[C:20]3[C:15](=[C:16]([C:22]#[N:23])[C:17]([F:21])=[CH:18][CH:19]=3)[CH2:14][CH2:13]2)[CH2:8][CH2:7][N:6]1C([O-])=O)(C)C.Cl. Product: [F:21][C:17]1[CH:18]=[CH:19][C:20]2[CH:12]([CH2:11][N:9]3[CH2:8][CH2:7][NH:6][CH2:5][CH2:10]3)[CH2:13][CH2:14][C:15]=2[C:16]=1[C:22]#[N:23]. The catalyst class is: 2. (5) Reactant: Cl.[NH2:2][C@@H:3]([CH2:7][S:8][C:9]([CH3:17])([C:11]1[CH:16]=[CH:15][CH:14]=[CH:13][CH:12]=1)[CH3:10])[C:4]([OH:6])=[O:5].[OH-].[Na+].[C:20](OC(=O)C)(=[O:22])[CH3:21].Cl. Product: [C:20]([NH:2][C@@H:3]([CH2:7][S:8][C:9]([CH3:17])([C:11]1[CH:12]=[CH:13][CH:14]=[CH:15][CH:16]=1)[CH3:10])[C:4]([OH:6])=[O:5])(=[O:22])[CH3:21]. The catalyst class is: 127.